From a dataset of Experimentally validated miRNA-target interactions with 360,000+ pairs, plus equal number of negative samples. Binary Classification. Given a miRNA mature sequence and a target amino acid sequence, predict their likelihood of interaction. (1) The miRNA is hsa-miR-4732-3p with sequence GCCCUGACCUGUCCUGUUCUG. The protein sequence of the target gene is MARKRAAGGEPRGRELRSQKSKAKSKARREEEEEDAFEDEKPPKKSLLSKVSQGKRKRGCSHPGGSADGPAKKKVAKVTVKSENLKVIKDEALSDGDDLRDFPSDLKKAHHLKRGATMNEDSNEEEEESENDWEEVEELSEPVLGDVRESTAFSRSLLPVKPVEIEIETPEQAKTRERSEKIKLEFETYLRRAMKRFNKGVHEDTHKVHLLCLLANGFYRNNICSQPDLHAIGLSIIPARFTRVLPRDVDTYYLSNLVKWFIGTFTVNAELSASEQDNLQTTLERRFAIYSARDDEELVH.... Result: 1 (interaction). (2) The miRNA is hsa-miR-1247-3p with sequence CCCCGGGAACGUCGAGACUGGAGC. The protein sequence of the target gene is MAEGSRGGPTCSGVGGRQDPVSGSGGCNFPEYELPELNTRAFHVGAFGELWRGRLRGAGDLSLREPPASALPGSQAADSDREDAAVARDLDCSLEAAAELRAVCGLDKLKCLEDGEDPEVIPENTDLVTLGVRKRFLEHREETITIDRACRQETFVYEMESHAIGKKPENSADMIEEGELILSVNILYPVIFHKHKEHKPYQTMLVLGSQKLTQLRDSIRCVSDLQIGGEFSNTPDQAPEHISKDLYKSAFFYFEGTFYNDKRYPECRDLSRTIIEWSESHDRGYGKFQTARMEDFTFND.... Result: 1 (interaction). (3) The miRNA is hsa-miR-335-5p with sequence UCAAGAGCAAUAACGAAAAAUGU. The protein sequence of the target gene is MSRRNCWICKMCRDESKRPPSNLTLEEVLQWAQSFENLMATKYGPVVYAAYLKMEHSDENIQFWMACETYKKIASRWSRISRAKKLYKIYIQPQSPREINIDSSTRETIIRNIQEPTETCFEEAQKIVYMHMERDSYPRFLKSEMYQKLLKTMQSNNSF. Result: 1 (interaction). (4) The miRNA is hsa-miR-2116-5p with sequence GGUUCUUAGCAUAGGAGGUCU. The protein sequence of the target gene is MASVSYQKPTSTTVGKQMIFTGPDYIKDYLPKIHQHTSYVGEQHLALEKTGDLRYLWRPASNRSLPAKYKHEYVSEIGWRIPQYNFINKSRLGSGFHIKYEELSQASLDSITHRYQNPWQPKPHVLDMQGKQSRASFAWHMSAFEDTDQRNSKWAILVRQCKSSLPRASKPPKLPKLPKKEKKRKH. Result: 0 (no interaction). (5) The miRNA is mmu-miR-431-5p with sequence UGUCUUGCAGGCCGUCAUGCA. The protein sequence of the target gene is MAASVCSGLLGPRVLSWSRELPCAWRALHTSPVCAKNRAARVRVSKGDKPVTYEEAHAPHYIAHRKGWLSLHTGNLDGEDHAAERTVEDVFLRKFMWGTFPGCLADQLVLKRRGNQLEICAVVLRQLSPHKYYFLVGYSETLLSYFYKCPVRLHLQTVPSKVVYKYL. Result: 0 (no interaction).